This data is from Kir2.1 potassium channel HTS with 301,493 compounds. The task is: Binary Classification. Given a drug SMILES string, predict its activity (active/inactive) in a high-throughput screening assay against a specified biological target. (1) The result is 1 (active). The compound is S1c2c(N(CCC(OCc3c(onc3C)C)=O)c3c1cccc3)cccc2. (2) The molecule is OC1(c2c(N(C1=O)CC#C)cccc2)CC(=O)c1c(OC)ccc(OC)c1. The result is 0 (inactive).